From a dataset of Full USPTO retrosynthesis dataset with 1.9M reactions from patents (1976-2016). Predict the reactants needed to synthesize the given product. (1) Given the product [CH:13]1([CH2:12][N:6]2[C:5]3[CH:16]=[CH:17][C:2]([B:30]4[O:34][C:33]([CH3:36])([CH3:35])[C:32]([CH3:37])([CH3:18])[O:31]4)=[CH:3][C:4]=3[N:8]([CH3:9])[S:7]2(=[O:11])=[O:10])[CH2:15][CH2:14]1, predict the reactants needed to synthesize it. The reactants are: Br[C:2]1[CH:17]=[CH:16][C:5]2[N:6]([CH2:12][CH:13]3[CH2:15][CH2:14]3)[S:7](=[O:11])(=[O:10])[N:8]([CH3:9])[C:4]=2[CH:3]=1.[C:18]([O-])(=O)C.[K+].[CH3:35][C:33]1([CH3:36])[CH:32]([CH3:37])[O:31][B:30]([B:30]2[O:34][C:33]([CH3:36])([CH3:35])[CH:32]([CH3:37])[O:31]2)[O:34]1.O1CCOCC1. (2) Given the product [CH2:1]([O:3][C:4]([C:6]1[C:12]2[NH:13][C:14]3[CH:15]=[C:16]([Br:37])[CH:17]=[CH:18][C:19]=3[C:11]=2[CH:10]([CH3:20])[CH2:9][N:8]([C:21](=[O:29])[C:22]2[CH:27]=[CH:26][C:25]([F:28])=[CH:24][CH:23]=2)[CH:7]=1)=[O:5])[CH3:2], predict the reactants needed to synthesize it. The reactants are: [CH2:1]([O:3][C:4]([C:6]1[C:12]2[NH:13][C:14]3[CH:15]=[CH:16][CH:17]=[CH:18][C:19]=3[C:11]=2[CH:10]([CH3:20])[CH2:9][N:8]([C:21](=[O:29])[C:22]2[CH:27]=[CH:26][C:25]([F:28])=[CH:24][CH:23]=2)[CH:7]=1)=[O:5])[CH3:2].C1C(=O)N([Br:37])C(=O)C1.